This data is from Full USPTO retrosynthesis dataset with 1.9M reactions from patents (1976-2016). The task is: Predict the reactants needed to synthesize the given product. Given the product [CH2:19]([CH:21]([CH2:24][CH2:25][CH2:26][CH3:27])[CH2:22][N:23]1[C:11]2[CH:10]=[CH:9][S:8][C:7]=2[C:3]2[S:4][CH:5]=[CH:6][C:2]1=2)[CH3:20], predict the reactants needed to synthesize it. The reactants are: Br[C:2]1[CH:6]=[CH:5][S:4][C:3]=1[C:7]1[S:8][CH:9]=[CH:10][C:11]=1Br.CC(C)([O-])C.[Na+].[CH2:19]([CH:21]([CH2:24][CH2:25][CH2:26][CH3:27])[CH2:22][NH2:23])[CH3:20].CCCCCC.ClCCl.